Dataset: Catalyst prediction with 721,799 reactions and 888 catalyst types from USPTO. Task: Predict which catalyst facilitates the given reaction. (1) Reactant: [CH:1]([O:4][C:5](=[O:15])[NH:6][C:7]1[CH:12]=[C:11](Cl)[N:10]=[C:9]([Cl:14])[N:8]=1)([CH3:3])[CH3:2].[NH2:16][C:17]1[CH:22]=[CH:21][CH:20]=[CH:19][CH:18]=1.CCN(C(C)C)C(C)C. Product: [CH:1]([O:4][C:5](=[O:15])[NH:6][C:7]1[CH:12]=[C:11]([NH:16][C:17]2[CH:22]=[CH:21][CH:20]=[CH:19][CH:18]=2)[N:10]=[C:9]([Cl:14])[N:8]=1)([CH3:3])[CH3:2]. The catalyst class is: 185. (2) Reactant: [N:1]12[CH2:8][CH2:7][CH:4]([CH2:5][CH2:6]1)[C@@H:3]([O:9][C:10]([C:12]1([C:19]3[CH:24]=[CH:23][CH:22]=[CH:21][CH:20]=3)[CH2:18][CH2:17][CH2:16][CH2:15][CH2:14][CH2:13]1)=[O:11])[CH2:2]2.[Cl:25][CH2:26][C:27]([NH:29][C:30]1[CH:35]=[CH:34][N:33]=[CH:32][C:31]=1[F:36])=[O:28]. Product: [Cl-:25].[F:36][C:31]1[CH:32]=[N:33][CH:34]=[CH:35][C:30]=1[NH:29][C:27]([CH2:26][N+:1]12[CH2:8][CH2:7][CH:4]([CH2:5][CH2:6]1)[C@@H:3]([O:9][C:10]([C:12]1([C:19]3[CH:20]=[CH:21][CH:22]=[CH:23][CH:24]=3)[CH2:18][CH2:17][CH2:16][CH2:15][CH2:14][CH2:13]1)=[O:11])[CH2:2]2)=[O:28]. The catalyst class is: 23. (3) Reactant: C([SiH](CC)CC)C.B(F)(F)F.CCOCC.[Cl:17][C:18]1[CH:19]=[C:20]2[C:24](=[CH:25][CH:26]=1)[C:23](=[O:27])[NH:22][C:21]2(O)[CH3:28].[Cl:30][C:31]1[CH:39]=[C:38]2[C:34]([C:35](O)([CH3:41])[NH:36][C:37]2=[O:40])=[CH:33][CH:32]=1.C([O-])(O)=O.[Na+]. Product: [Cl:17][C:18]1[CH:19]=[C:20]2[C:24](=[CH:25][CH:26]=1)[C:23](=[O:27])[NH:22][CH:21]2[CH3:28].[Cl:30][C:31]1[CH:39]=[C:38]2[C:34]([CH:35]([CH3:41])[NH:36][C:37]2=[O:40])=[CH:33][CH:32]=1. The catalyst class is: 2. (4) Reactant: [OH-].C([N+](CCCC)(CCCC)CCCC)CCC.[CH:19]1([C:25]2[C:26]3[CH:27]=[CH:28][C:29]([C:49]([O:51][C:52]([CH3:55])([CH3:54])[CH3:53])=[O:50])=[CH:30][C:31]=3[N:32]3[CH2:38][C:37]([C:39]([O:41]C)=[O:40])=[CH:36][C:35]4[CH:43]=[C:44]([O:47][CH3:48])[CH:45]=[CH:46][C:34]=4[C:33]=23)[CH2:24][CH2:23][CH2:22][CH2:21][CH2:20]1.Cl. Product: [C:52]([O:51][C:49]([C:29]1[CH:28]=[CH:27][C:26]2[C:25]([CH:19]3[CH2:24][CH2:23][CH2:22][CH2:21][CH2:20]3)=[C:33]3[C:34]4[CH:46]=[CH:45][C:44]([O:47][CH3:48])=[CH:43][C:35]=4[CH:36]=[C:37]([C:39]([OH:41])=[O:40])[CH2:38][N:32]3[C:31]=2[CH:30]=1)=[O:50])([CH3:55])([CH3:53])[CH3:54]. The catalyst class is: 92.